This data is from Forward reaction prediction with 1.9M reactions from USPTO patents (1976-2016). The task is: Predict the product of the given reaction. (1) Given the reactants [CH3:1][N:2]1[C:6]([CH2:7][O:8][CH2:9][C:10]2[CH:11]=[C:12]([NH:16][C:17]3[C:18]([NH2:27])=[CH:19][C:20]([C:23]([F:26])([F:25])[F:24])=[CH:21][CH:22]=3)[CH:13]=[CH:14][CH:15]=2)=[N:5][CH:4]=[N:3]1.[CH:28](OCC)(OCC)OCC.C1(C)C=CC(S(O)(=O)=O)=CC=1.CC1C=CC2N(C3C=CC=C(COCC4N(C)N=CN=4)C=3)C=NC=2C=1.CC1C=C(N)C(NC2C=CC=C(COCC3N(C)N=CN=3)C=2)=CC=1.CN1C(COCC2C=C(N3C4C=CC(C(=O)C)=CC=4N=C3)C=CC=2)=NC=N1.NC1C=C(C(=O)C)C=CC=1NC1C=CC=C(COCC2N(C)N=CN=2)C=1, predict the reaction product. The product is: [CH3:1][N:2]1[C:6]([CH2:7][O:8][CH2:9][C:10]2[CH:11]=[C:12]([N:16]3[C:17]4[CH:22]=[CH:21][C:20]([C:23]([F:24])([F:26])[F:25])=[CH:19][C:18]=4[N:27]=[CH:28]3)[CH:13]=[CH:14][CH:15]=2)=[N:5][CH:4]=[N:3]1. (2) Given the reactants [I:1][C:2]1[CH:12]=[CH:11][CH:10]=[CH:9][C:3]=1[NH:4][S:5]([CH3:8])(=[O:7])=[O:6].[C:13]1([S:19](Cl)(=[O:21])=[O:20])[CH:18]=[CH:17][CH:16]=[CH:15][CH:14]=1.[Cl-].[NH4+], predict the reaction product. The product is: [C:8]1([S:5]([N:4]([S:19]([C:13]2[CH:18]=[CH:17][CH:16]=[CH:15][CH:14]=2)(=[O:21])=[O:20])[C:3]2[CH:9]=[CH:10][C:11]([S:5]([CH3:8])(=[O:7])=[O:6])=[CH:12][C:2]=2[I:1])(=[O:7])=[O:6])[CH:11]=[CH:12][CH:2]=[CH:3][CH:9]=1. (3) The product is: [OH:52][C@@:14]1([CH3:13])[CH2:16][C@H:15]1[O:17][C@H:18]1[CH2:23][CH2:22][C@H:21]([N:24]2[C:29](=[O:30])[C:28]([CH2:31][C:32]3[CH:37]=[CH:36][C:35]([C:38]4[CH:43]=[CH:42][CH:41]=[CH:40][C:39]=4[C:44]4[NH:45][C:4](=[O:7])[O:5][N:3]=4)=[CH:34][CH:33]=3)=[C:27]([CH2:46][CH2:47][CH3:48])[N:26]3[N:49]=[CH:50][CH:51]=[C:25]23)[CH2:20][CH2:19]1. Given the reactants [Cl-].O[NH3+:3].[C:4](=[O:7])([O-])[OH:5].[Na+].CS(C)=O.[CH3:13][C:14]1([O:52][Si](CC)(CC)CC)[CH2:16][CH:15]1[O:17][C@H:18]1[CH2:23][CH2:22][C@H:21]([N:24]2[C:29](=[O:30])[C:28]([CH2:31][C:32]3[CH:37]=[CH:36][C:35]([C:38]4[C:39]([C:44]#[N:45])=[CH:40][CH:41]=[CH:42][CH:43]=4)=[CH:34][CH:33]=3)=[C:27]([CH2:46][CH2:47][CH3:48])[N:26]3[N:49]=[CH:50][CH:51]=[C:25]23)[CH2:20][CH2:19]1, predict the reaction product. (4) Given the reactants C([N:6]1[CH2:11][CH2:10][CH:9]([NH:12][CH2:13][CH3:14])[CH:8]([CH3:15])[CH2:7]1)(OCC)=O, predict the reaction product. The product is: [CH2:13]([NH:12][CH:9]1[CH2:10][CH2:11][NH:6][CH2:7][CH:8]1[CH3:15])[CH3:14]. (5) Given the reactants [Cl:1][C:2]1[N:7]=[C:6](Cl)[CH:5]=[CH:4][N:3]=1.[CH:9]([C:11]1[CH:12]=[C:13](B(O)O)[CH:14]=[CH:15][C:16]=1[O:17][CH3:18])=[O:10], predict the reaction product. The product is: [Cl:1][C:2]1[N:7]=[C:6]([C:13]2[CH:14]=[CH:15][C:16]([O:17][CH3:18])=[C:11]([CH:12]=2)[CH:9]=[O:10])[CH:5]=[CH:4][N:3]=1. (6) Given the reactants [F:1][C:2]1[CH:7]=[CH:6][C:5]([C:8]2[N:9]=[N:10][N:11]([CH3:18])[C:12]=2[C:13]2[N:14]=[CH:15][NH:16][CH:17]=2)=[CH:4][CH:3]=1.F[C:20]1[CH:29]=[CH:28][C:23]([C:24]([O:26][CH3:27])=[O:25])=[CH:22][CH:21]=1.C(=O)([O-])[O-].[K+].[K+].O, predict the reaction product. The product is: [CH3:27][O:26][C:24](=[O:25])[C:23]1[CH:28]=[CH:29][C:20]([N:16]2[CH:17]=[C:13]([C:12]3[N:11]([CH3:18])[N:10]=[N:9][C:8]=3[C:5]3[CH:6]=[CH:7][C:2]([F:1])=[CH:3][CH:4]=3)[N:14]=[CH:15]2)=[CH:21][CH:22]=1. (7) Given the reactants Cl.[CH2:2]([NH:8][C:9]1[CH:14]=[CH:13][CH:12]=[CH:11][C:10]=1[NH2:15])[CH:3]1[O:7][CH2:6][CH2:5][CH2:4]1.C(N(CC)CC)C.[S:23]1[CH:27]=[CH:26][CH:25]=[C:24]1[C:28](=O)[C:29](OCC)=[O:30], predict the reaction product. The product is: [CH2:2]([N:8]1[C:9]2[C:10](=[CH:11][CH:12]=[CH:13][CH:14]=2)[N:15]=[C:28]([C:24]2[S:23][CH:27]=[CH:26][CH:25]=2)[C:29]1=[O:30])[CH:3]1[O:7][CH2:6][CH2:5][CH2:4]1.